Predict the product of the given reaction. From a dataset of Forward reaction prediction with 1.9M reactions from USPTO patents (1976-2016). Given the reactants C(OC(=O)C)(=O)C.[CH2:8]([C:16]1[CH:31]=[CH:30][C:19]([O:20][CH2:21][CH:22]([OH:29])[CH2:23][N:24]2[CH:28]=[CH:27][CH:26]=[CH:25]2)=[CH:18][CH:17]=1)[CH2:9][CH2:10][CH2:11][CH2:12][CH2:13][CH2:14][CH3:15].C(=O)([O-])O.[Na+].[Na+].[Cl-], predict the reaction product. The product is: [CH2:8]([C:16]1[CH:17]=[CH:18][C:19]([O:20][CH2:21][C:22](=[O:29])[CH2:23][N:24]2[CH:28]=[CH:27][CH:26]=[CH:25]2)=[CH:30][CH:31]=1)[CH2:9][CH2:10][CH2:11][CH2:12][CH2:13][CH2:14][CH3:15].